From a dataset of Catalyst prediction with 721,799 reactions and 888 catalyst types from USPTO. Predict which catalyst facilitates the given reaction. (1) Reactant: [CH3:1][N:2]1[CH2:8][C:6](=[O:7])[NH:5][C:3]1=[O:4].[Br:9]Br. Product: [Br:9][CH:8]1[N:2]([CH3:1])[C:3](=[O:4])[NH:5][C:6]1=[O:7]. The catalyst class is: 12. (2) Reactant: Cl[C:2]1[N:7]=[N:6][C:5]([C:8]2[C:16]3[C:11](=[N:12][CH:13]=[CH:14][CH:15]=3)[N:10]([CH2:17][C:18]3[CH:23]=[CH:22][CH:21]=[CH:20][C:19]=3[F:24])[N:9]=2)=[N:4][C:3]=1[NH2:25].[CH3:26][C:27]1[CH:32]=[C:31](B(O)O)[CH:30]=[CH:29][N:28]=1.C(=O)([O-])[O-].[K+].[K+].C1(P(C2CCCCC2)C2CCCCC2)CCCCC1. Product: [F:24][C:19]1[CH:20]=[CH:21][CH:22]=[CH:23][C:18]=1[CH2:17][N:10]1[C:11]2=[N:12][CH:13]=[CH:14][CH:15]=[C:16]2[C:8]([C:5]2[N:6]=[N:7][C:2]([C:31]3[CH:30]=[CH:29][N:28]=[C:27]([CH3:26])[CH:32]=3)=[C:3]([NH2:25])[N:4]=2)=[N:9]1. The catalyst class is: 75. (3) The catalyst class is: 7. Product: [CH2:1]([N:5]1[C:13]([N:14]2[CH2:19][CH2:18][N:17]([S:41]([CH3:44])(=[O:43])=[O:42])[C@@H:16]([CH3:20])[CH2:15]2)=[N:12][C:11]2[C:6]1=[N:7][C:8]([C:27]1[CH:32]=[N:31][C:30]([NH2:33])=[N:29][CH:28]=1)=[N:9][C:10]=2[N:21]1[CH2:26][CH2:25][O:24][CH2:23][CH2:22]1)[CH:2]([CH3:4])[CH3:3]. Reactant: [CH2:1]([N:5]1[C:13]([N:14]2[CH2:19][CH2:18][NH:17][C@@H:16]([CH3:20])[CH2:15]2)=[N:12][C:11]2[C:6]1=[N:7][C:8]([C:27]1[CH:28]=[N:29][C:30]([NH2:33])=[N:31][CH:32]=1)=[N:9][C:10]=2[N:21]1[CH2:26][CH2:25][O:24][CH2:23][CH2:22]1)[CH:2]([CH3:4])[CH3:3].C(N(CC)CC)C.[S:41](Cl)([CH3:44])(=[O:43])=[O:42]. (4) Reactant: [F:1][C:2]1[CH:26]=[CH:25][CH:24]=[C:23]([F:27])[C:3]=1[CH2:4][O:5][C:6]1[C:7]2[N:8]([C:13]([C:17]#[C:18][Si](C)(C)C)=[C:14]([CH3:16])[N:15]=2)[CH:9]=[C:10]([CH3:12])[CH:11]=1.C(=O)([O-])[O-].[K+].[K+]. Product: [F:1][C:2]1[CH:26]=[CH:25][CH:24]=[C:23]([F:27])[C:3]=1[CH2:4][O:5][C:6]1[C:7]2[N:8]([C:13]([C:17]#[CH:18])=[C:14]([CH3:16])[N:15]=2)[CH:9]=[C:10]([CH3:12])[CH:11]=1. The catalyst class is: 5.